Dataset: Experimentally validated miRNA-target interactions with 360,000+ pairs, plus equal number of negative samples. Task: Binary Classification. Given a miRNA mature sequence and a target amino acid sequence, predict their likelihood of interaction. (1) The miRNA is hsa-miR-4779 with sequence UAGGAGGGAAUAGUAAAAGCAG. The protein sequence of the target gene is MKFAYRFSNLLGTVYRRGNLNFTCDGNSVISPVGNRVTVFDLKNNKSDTLPLATRYNVKCVGLSPDGRLAIIVDEGGDALLVSLVCRSVLHHFHFKGSVHSVSFSPDGRKFVVTKGNIAQMYHAPGKKREFNAFVLDKTYFGPYDETTCIDWTDDSRCFVVGSKDMSTWVFGAERWDNLIYYALGGHKDAIVACFFESNSLDLYSLSQDGVLCMWQCDTPPEGLRLKPPAGWKADLLQREEEEEEEEDQEGDRETTIRGKATPAEEEKTGKVKYSRLAKYFFNKEGDFNNLTAAAFHKKS.... Result: 0 (no interaction). (2) The miRNA is rno-miR-155-5p with sequence UUAAUGCUAAUUGUGAUAGGGGU. The protein sequence of the target gene is MNKSRWQSRRRHGRRSHQQNPWFRLRDSEDRSDSRAAQPAHDSGHGDDESPSTSSGTAGTSSVPELPGFYFDPEKKRYFRLLPGHNNCNPLTKESIRQKEMESKRLRLLQEEDRRKKIARMGFNASSMLRKSQLGFLNVTNYCHLAHELRLSCMERKKVQIRSMDPSALASDRFNLILADTNSDRLFTVNDVKVGGSKYGIINLQSLKTPTLKVFMHENLYFTNRKVNSVCWASLNHLDSHILLCLMGLAETPGCATLLPASLFVNSHPGIDRPGMLCSFRIPGAWSCAWSLNIQANNCF.... Result: 0 (no interaction). (3) Result: 0 (no interaction). The miRNA is hsa-miR-6073 with sequence GGUAGUGAGUUAUCAGCUAC. The protein sequence of the target gene is MLGMYVPDRFSLKSSRVQDGMGLYTARRVRKGEKFGPFAGEKRMPEDLDENMDYRLMWEVRGSKGEVLYILDATNPRHSNWLRFVHEAPSQEQKNLAAIQEGENIFYLAVEDIETDTELLIGYLDSDMEAEEEEQQIMTVIKEGEVENSRRQSTAGRKDRLGCKEDYACPQCESSFTSEDILAEHLQTLHQKPTEEKEFKCKNCGKKFPVKQALQRHVLQCTAKSSLKESSRSFQCSVCNSSFSSASSFEQHQETCRGDARFVCKADSCGKRLKSKDALKRHQENVHTGDPKKKLICSVC.... (4) The miRNA is mmu-miR-29a-3p with sequence UAGCACCAUCUGAAAUCGGUUA. The protein sequence of the target gene is MFSFVDLRLLLLLGATALLTHGQEDIPEVSCIHNGLRVPNGETWKPEVCLICICHNGTAVCDDVQCNEELDCPNPQRREGECCAFCPEEYVSPNSEDVGVEGPKGDPGPQGPRGPVGPPGRDGIPGQPGLPGPPGPPGPPGPPGLGGNFASQMSYGYDEKSAGVSVPGPMGPSGPRGLPGPPGAPGPQGFQGPPGEPGEPGGSGPMGPRGPPGPPGKNGDDGEAGKPGRPGERGPPGPQGARGLPGTAGLPGMKGHRGFSGLDGAKGDAGPAGPKGEPGSPGENGAPGQMGPRGLPGERG.... Result: 1 (interaction). (5) The miRNA is hsa-miR-7851-3p with sequence UACCUGGGAGACUGAGGUUGGA. The protein sequence of the target gene is MPEVERKPKITASRKLLLKSLMLAKAKECWEQEHEEREAEKVRYLAERIPTLQTRGLSLSALQDLCRELHAKVEVVDEERYDIEAKCLHNTREIKDLKLKVMDLRGKFKRPPLRRVRVSADAMLRALLGSKHKVSMDLRANLKSVKKEDTEKERPVEVGDWRKNVEAMSGMEGRKKMFDAAKSPTSQ. Result: 1 (interaction). (6) The miRNA is hsa-miR-200b-5p with sequence CAUCUUACUGGGCAGCAUUGGA. The protein sequence of the target gene is MSAHMSGLEIMDEDQLIKDVLDKFLNCHEQTYDEEFLNTFTHLSQEDHVSKRGVFGTDSSENIFTSAKVTHKNEADDYHLRNKTIFLRTSSQCLEEQVDNFLDLEDLDMDEEIKPQMSEDLLLLPGEVEQDVSTSIPSCIPFVAQPPTCEVKPKPSVKRMDKQTEEILGDEVQLFSLDEEFDYDNVMLTSKFSPAEIENIKELCKQQKRKDTSPDLEKSCD. Result: 1 (interaction). (7) The miRNA is mmu-miR-674-5p with sequence GCACUGAGAUGGGAGUGGUGUA. The protein sequence of the target gene is MPGWLTLPTLCRFLLWAFTIFHKAQGDPASHPGPHYLLPPIHEVIHSHRGATATLPCVLGTTPPSYKVRWSKVEPGELRETLILITNGLHARGYGPLGGRARMRRGHRLDASLVIAGVRLEDEGRYRCELINGIEDESVALTLSLEGVVFPYQPSRGRYQFNYYEAKQACEEQDGRLATYSQLYQAWTEGLDWCNAGWLLEGSVRYPVLTARAPCGGRGRPGIRSYGPRDRMRDRYDAFCFTSALAGQVFFVPGRLTLSEAHAACRRRGAVVAKVGHLYAAWKFSGLDQCDGGWLADGSV.... Result: 0 (no interaction).